From a dataset of Peptide-MHC class II binding affinity with 134,281 pairs from IEDB. Regression. Given a peptide amino acid sequence and an MHC pseudo amino acid sequence, predict their binding affinity value. This is MHC class II binding data. (1) The peptide sequence is EKKYFAATQFNPLAA. The MHC is DRB1_1001 with pseudo-sequence DRB1_1001. The binding affinity (normalized) is 0.628. (2) The peptide sequence is NGKRLEPNWASVKKD. The MHC is DRB1_1501 with pseudo-sequence DRB1_1501. The binding affinity (normalized) is 0.324. (3) The peptide sequence is NKTKNKTNWKQTWTF. The MHC is DRB1_0901 with pseudo-sequence DRB1_0901. The binding affinity (normalized) is 0.359. (4) The binding affinity (normalized) is 0.990. The MHC is HLA-DPA10103-DPB10401 with pseudo-sequence HLA-DPA10103-DPB10401. The peptide sequence is LKKYFAATQFEPLAA. (5) The peptide sequence is DEYVEQVAQYKALPV. The MHC is DRB1_0404 with pseudo-sequence DRB1_0404. The binding affinity (normalized) is 0.341. (6) The peptide sequence is VNMVRRGVRSLSNKI. The MHC is DRB1_0404 with pseudo-sequence DRB1_0404. The binding affinity (normalized) is 0.686. (7) The peptide sequence is TLTILIRTGLLVISG. The MHC is DRB1_1302 with pseudo-sequence DRB1_1302. The binding affinity (normalized) is 0.445. (8) The peptide sequence is ERWFVRNPFFAVTAL. The MHC is H-2-IAb with pseudo-sequence H-2-IAb. The binding affinity (normalized) is 0.719. (9) The peptide sequence is IHIGDSSKVTITDTT. The MHC is HLA-DPA10201-DPB11401 with pseudo-sequence HLA-DPA10201-DPB11401. The binding affinity (normalized) is 0. (10) The peptide sequence is VPFVQWFVGLSPTVW. The MHC is DRB1_1302 with pseudo-sequence DRB1_1302. The binding affinity (normalized) is 0.118.